Task: Predict the product of the given reaction.. Dataset: Forward reaction prediction with 1.9M reactions from USPTO patents (1976-2016) (1) Given the reactants C[O:2][C:3]1[CH:4]=[C:5]([CH:8]=[CH:9][C:10]=1[OH:11])[C:6]#[N:7].[Br-].[Li+].CN(C=O)C.Cl, predict the reaction product. The product is: [OH:2][C:3]1[CH:4]=[C:5]([CH:8]=[CH:9][C:10]=1[OH:11])[C:6]#[N:7]. (2) Given the reactants [CH3:1][O:2][CH2:3][CH2:4][O:5][C:6]1[CH:11]=[CH:10][CH:9]=[CH:8][C:7]=1[C:12]1[N:20]2[C:15]([CH:16]=[N:17][C:18]([OH:21])=[N:19]2)=[CH:14][CH:13]=1.C(N(CC)C(C)C)(C)C.C1C=CC(N(S([C:41]([F:44])([F:43])[F:42])(=O)=O)S([C:41]([F:44])([F:43])[F:42])(=O)=O)=CC=1.[O-:52]S(C(F)(F)F)(=O)=O.[NH2:60][C:61]1[CH:66]=[CH:65][C:64]([CH:67]2[CH2:72][CH2:71][N:70]([CH2:73][C:74]([NH2:76])=[O:75])[CH2:69][CH2:68]2)=[CH:63][C:62]=1[O:77][CH3:78], predict the reaction product. The product is: [OH:52][C:18]([C:41]([F:44])([F:43])[F:42])=[O:21].[CH3:78][O:77][C:62]1[CH:63]=[C:64]([CH:67]2[CH2:68][CH2:69][N:70]([CH2:73][C:74]([NH2:76])=[O:75])[CH2:71][CH2:72]2)[CH:65]=[CH:66][C:61]=1[NH:60][C:18]1[N:17]=[CH:16][C:15]2=[CH:14][CH:13]=[C:12]([C:7]3[CH:8]=[CH:9][CH:10]=[CH:11][C:6]=3[O:5][CH2:4][CH2:3][O:2][CH3:1])[N:20]2[N:19]=1. (3) Given the reactants C([O-])([O-])=O.[K+].[K+].[CH3:7][CH:8]1[C:15]2[S:14][CH:13]=[CH:12][C:11]=2[CH:10]2[CH2:16][N:17](C(C3C=CC=CC=3)C)[CH2:18][CH:9]12.[Cl:27]CCOC(Cl)=O, predict the reaction product. The product is: [CH3:7][CH:8]1[C:15]2[S:14][CH:13]=[CH:12][C:11]=2[CH:10]2[CH2:16][NH:17][CH2:18][CH:9]12.[ClH:27]. (4) The product is: [CH2:31]([CH:30]([CH2:35][CH2:36][CH2:37][CH3:38])[C@H:14]([NH:11][S:7]([C:5]1[S:6][C:2]([Cl:1])=[CH:3][CH:4]=1)(=[O:9])=[O:8])[CH2:15][OH:16])[CH2:32][CH2:33][CH3:34]. Given the reactants [Cl:1][C:2]1[S:6][C:5]([S:7](Cl)(=[O:9])=[O:8])=[CH:4][CH:3]=1.[N:11]([C@@H:14]([CH:30]([CH2:35][CH2:36][CH2:37][CH3:38])[CH2:31][CH2:32][CH2:33][CH3:34])[C:15](N1[C@H](CC2C=CC=CC=2)COC1=O)=[O:16])=[N+]=[N-].C(N(CC)CC)C.CCOC(C)=O.CCCCCC, predict the reaction product. (5) Given the reactants [N:1]1([C:12](=[O:13])[C:11]2[NH:10][CH:9]=[N:8][C:7]=2[N:5]([CH3:6])[C:3]1=[O:4])[CH3:2].S(=O)(=O)(O)O.[F:19][C:20](I)([F:22])[F:21].OO, predict the reaction product. The product is: [F:19][C:20]([F:22])([F:21])[C:9]1[NH:10][C:11]2[C:12](=[O:13])[N:1]([CH3:2])[C:3](=[O:4])[N:5]([CH3:6])[C:7]=2[N:8]=1. (6) Given the reactants [C:1]([CH:9]1[CH2:14][CH2:13][CH2:12][CH:11]([C:15]([NH:17][C@@H:18]([CH2:31][CH:32]2[CH2:37][CH2:36][CH2:35][CH2:34][CH2:33]2)[CH2:19][N:20]([CH3:30])[C:21](=[O:29])[O:22][CH2:23][CH2:24][Si:25]([CH3:28])([CH3:27])[CH3:26])=[O:16])[CH2:10]1)(=[O:8])[C:2]1[CH:7]=[CH:6][CH:5]=[CH:4][CH:3]=1.[CH3:38][O:39][CH2:40][CH2:41][CH2:42][CH2:43][Mg]Cl.C([O-])(O)=O.[Na+].[NH4+].[Cl-], predict the reaction product. The product is: [OH:8][C:1]([CH:9]1[CH2:14][CH2:13][CH2:12][CH:11]([C:15]([NH:17][C@@H:18]([CH2:31][CH:32]2[CH2:33][CH2:34][CH2:35][CH2:36][CH2:37]2)[CH2:19][N:20]([CH3:30])[C:21](=[O:29])[O:22][CH2:23][CH2:24][Si:25]([CH3:27])([CH3:28])[CH3:26])=[O:16])[CH2:10]1)([C:2]1[CH:3]=[CH:4][CH:5]=[CH:6][CH:7]=1)[CH2:43][CH2:42][CH2:41][CH2:40][O:39][CH3:38]. (7) Given the reactants [CH3:1][C:2]1[CH:3]=[C:4]2[C:8](=[CH:9][CH:10]=1)[NH:7][C:6](=[O:11])[CH2:5]2.[CH3:12][N:13]([CH3:41])[CH2:14][CH2:15][N:16]([CH3:40])[C:17](=[O:39])/[CH:18]=[CH:19]/[C:20]1[C:28]2[C:23](=[CH:24][C:25]([CH:29]=O)=[CH:26][CH:27]=2)[N:22](COCC[Si](C)(C)C)[N:21]=1, predict the reaction product. The product is: [CH3:41][N:13]([CH3:12])[CH2:14][CH2:15][N:16]([CH3:40])[C:17](=[O:39])[CH:18]=[CH:19][C:20]1[C:28]2[C:23](=[CH:24][C:25](/[CH:29]=[C:5]3/[C:6](=[O:11])[NH:7][C:8]4[C:4]/3=[CH:3][C:2]([CH3:1])=[CH:10][CH:9]=4)=[CH:26][CH:27]=2)[NH:22][N:21]=1.